Dataset: Aqueous solubility values for 9,982 compounds from the AqSolDB database. Task: Regression/Classification. Given a drug SMILES string, predict its absorption, distribution, metabolism, or excretion properties. Task type varies by dataset: regression for continuous measurements (e.g., permeability, clearance, half-life) or binary classification for categorical outcomes (e.g., BBB penetration, CYP inhibition). For this dataset (solubility_aqsoldb), we predict Y. (1) The drug is Cc1ccc(CO)cc1. The Y is -1.20 log mol/L. (2) The molecule is C[C@]12CC[C@@H]3[C@H]4CCC(=O)C=C4CC[C@H]3[C@@H]1CCC2=O. The Y is -3.16 log mol/L. (3) The molecule is Nc1ccc(N)c(S(=O)(=O)c2ccccc2C(=O)O)c1. The Y is -1.84 log mol/L. (4) The molecule is COP(=S)(OC)SCC(=O)N(c1ccc(Cl)cc1)C(C)C. The Y is -4.43 log mol/L. (5) The molecule is COC(=O)CN(CC(=O)OC)c1ccc(N=Nc2ccc([N+](=O)[O-])cc2C#N)c(NC(C)=O)c1. The Y is -5.19 log mol/L. (6) The molecule is Clc1cc2c(oc3c(Cl)c(Cl)c(Cl)c(Cl)c32)c(Cl)c1Cl. The Y is -11.5 log mol/L. (7) The drug is CC(=O)OCCN1CCN(CCCN2c3ccccc3Sc3ccc(Cl)cc32)CC1. The Y is -4.70 log mol/L.